From a dataset of Full USPTO retrosynthesis dataset with 1.9M reactions from patents (1976-2016). Predict the reactants needed to synthesize the given product. (1) Given the product [Br:16][C:17]1([C:25]2[CH:30]=[CH:29][C:28]([O:31][CH3:32])=[CH:27][CH:26]=2)[C:21](=[O:22])[N:20]([CH3:23])[N:19]=[C:18]1[CH3:24], predict the reactants needed to synthesize it. The reactants are: COC1C=CC(C2C=C(O)N(C)N=2)=CC=1.[Br:16][C:17]1([C:25]2[CH:30]=[CH:29][C:28]([O:31][CH3:32])=[C:27](Br)[CH:26]=2)[C:21](=[O:22])[N:20]([CH3:23])[N:19]=[C:18]1[CH3:24]. (2) Given the product [F:16][C:11]1[CH:12]=[CH:13][CH:14]=[CH:15][C:10]=1[CH2:9][NH:8][C:6]1[C:5]([F:17])=[CH:4][N:3]=[C:2]([O:24][CH2:23][C:22]2[CH:25]=[CH:26][C:19]([F:18])=[CH:20][CH:21]=2)[N:7]=1, predict the reactants needed to synthesize it. The reactants are: Cl[C:2]1[N:7]=[C:6]([NH:8][CH2:9][C:10]2[CH:15]=[CH:14][CH:13]=[CH:12][C:11]=2[F:16])[C:5]([F:17])=[CH:4][N:3]=1.[F:18][C:19]1[CH:26]=[CH:25][C:22]([CH2:23][OH:24])=[CH:21][CH:20]=1.CC([O-])(C)C.[K+].CC(O)(C)C. (3) Given the product [Br:1][C:2]1[CH:3]=[C:4]([Si:9]([C:10]2[CH:15]=[CH:14][CH:13]=[CH:12][CH:11]=2)([C:16]2[CH:17]=[CH:18][CH:19]=[CH:20][CH:21]=2)[C:22]2[CH:23]=[CH:24][CH:25]=[CH:26][CH:27]=2)[CH:5]=[C:6]([C:40]2[C:34]3[O:33][C:32]4[CH:31]=[CH:30][CH:29]=[CH:28][C:36]=4[C:35]=3[CH:37]=[CH:38][CH:39]=2)[CH:7]=1, predict the reactants needed to synthesize it. The reactants are: [Br:1][C:2]1[CH:3]=[C:4]([Si:9]([C:22]2[CH:27]=[CH:26][CH:25]=[CH:24][CH:23]=2)([C:16]2[CH:21]=[CH:20][CH:19]=[CH:18][CH:17]=2)[C:10]2[CH:15]=[CH:14][CH:13]=[CH:12][CH:11]=2)[CH:5]=[C:6](Br)[CH:7]=1.[CH:28]1[C:36]2[C:35]3[CH:37]=[CH:38][CH:39]=[CH:40][C:34]=3[O:33][C:32]=2[C:31](B(O)O)=[CH:30][CH:29]=1.C(=O)([O-])[O-].[K+].[K+]. (4) Given the product [NH2:12][C:13]1[N:17]2[CH2:18][CH2:19][CH2:20][N:16]2[C:15](=[O:21])[C:14]=1/[N:7]=[N:1]/[C:2]1[S:3][CH:4]=[CH:5][N:6]=1, predict the reactants needed to synthesize it. The reactants are: [NH2:1][C:2]1[S:3][CH:4]=[CH:5][N:6]=1.[N:7]([O-])=O.[Na+].Cl.[NH2:12][C:13]1[N:17]2[CH2:18][CH2:19][CH2:20][N:16]2[C:15](=[O:21])[CH:14]=1.C([O-])(=O)C.[Na+]. (5) Given the product [I:17][C:6]1[CH:5]=[CH:4][N:3]=[C:2]2[N:1]([C:19](=[O:20])[CH3:18])[CH:33]=[CH:34][C:7]=12.[I:17][C:6]1[CH:5]=[CH:4][N:3]=[C:2]2[NH:1][CH:18]=[CH:19][C:7]=12, predict the reactants needed to synthesize it. The reactants are: [NH2:1][C:2]1[C:7]([N+]([O-])=O)=[C:6](C2SC=CC=2)[CH:5]=[CH:4][N:3]=1.[Na+].[I-:17].[CH3:18][C:19](Cl)=[O:20].C([O-])([O-])=O.[Na+].[Na+].OS([O-])=O.[Na+].[C:33](#N)[CH3:34]. (6) Given the product [C:31]([C:28]1[CH:29]=[CH:30][C:25]2[O:24][CH2:23][C:22](=[O:33])[N:21]([CH2:20][CH2:19][CH2:18][CH:15]3[CH2:16][CH2:17][N:12]([CH2:11]/[CH:10]=[CH:9]/[C:3]4[CH:4]=[C:5]([F:8])[CH:6]=[CH:7][C:2]=4[F:1])[CH2:13][CH:14]3[C:34]([OH:36])=[O:35])[C:26]=2[CH:27]=1)#[N:32], predict the reactants needed to synthesize it. The reactants are: [F:1][C:2]1[CH:7]=[CH:6][C:5]([F:8])=[CH:4][C:3]=1/[CH:9]=[CH:10]/[CH2:11][N:12]1[CH2:17][CH2:16][CH:15]([CH2:18][CH2:19][CH2:20][N:21]2[C:26]3[CH:27]=[C:28]([C:31]#[N:32])[CH:29]=[CH:30][C:25]=3[O:24][CH2:23][C:22]2=[O:33])[CH:14]([C:34]([O:36]C)=[O:35])[CH2:13]1.[OH-].[Na+].Cl. (7) Given the product [CH:1]1([C:4]2[CH:5]=[N:6][C:7]([NH:14][C:15]3[CH:16]=[C:17]4[C:21](=[CH:22][CH:23]=3)[NH:20][CH:19]=[C:18]4[C:25]3[CH:30]=[CH:29][CH:28]=[CH:27][CH:26]=3)=[C:8]([CH:13]=2)[C:9]([O:11][CH3:12])=[O:10])[CH2:3][CH2:2]1, predict the reactants needed to synthesize it. The reactants are: [CH:1]1([C:4]2[CH:5]=[N:6][C:7]([NH:14][C:15]3[CH:16]=[C:17]4[C:21](=[CH:22][CH:23]=3)[NH:20][CH:19]=[C:18]4I)=[C:8]([CH:13]=2)[C:9]([O:11][CH3:12])=[O:10])[CH2:3][CH2:2]1.[C:25]1(B(O)O)[CH:30]=[CH:29][CH:28]=[CH:27][CH:26]=1.C(=O)([O-])[O-].[K+].[K+].C1(C)C=CC=CC=1.